This data is from Reaction yield outcomes from USPTO patents with 853,638 reactions. The task is: Predict the reaction yield, written as a fraction of the theoretical maximum amount of product (1.0 means a 100% yield; for example, 0.34 means a 34% yield). (1) The reactants are [Br:1][CH2:2][C@@H:3]([C:5]1[CH:10]=[CH:9][C:8]([O:11][CH2:12][C:13]2[CH:18]=[CH:17][CH:16]=[CH:15][CH:14]=2)=[C:7]([NH:19][CH:20]=[O:21])[CH:6]=1)[OH:4].N1C=CN=C1.[Si:27](Cl)([C:30]([CH3:33])([CH3:32])[CH3:31])([CH3:29])[CH3:28]. The catalyst is CN(C)C=O.C(OC(C)C)(=O)C. The product is [CH2:12]([O:11][C:8]1[CH:9]=[CH:10][C:5]([C@@H:3]([O:4][Si:27]([C:30]([CH3:33])([CH3:32])[CH3:31])([CH3:29])[CH3:28])[CH2:2][Br:1])=[CH:6][C:7]=1[NH:19][CH:20]=[O:21])[C:13]1[CH:14]=[CH:15][CH:16]=[CH:17][CH:18]=1. The yield is 0.680. (2) The reactants are C(NC1C=CC(C2C=C3C(CN([C@@H](C(C)C)C(O)=O)C3=O)=CC=2)=CC=1)(=O)C1C=CC=CC=1.[CH3:33][CH:34]([CH3:66])[C@H:35]([N:40]1[CH2:48][C:47]2[C:42](=[CH:43][C:44]([C:49]3[CH:54]=[CH:53][C:52]([NH:55][C:56](=[O:64])[C:57]4[CH:62]=[CH:61][C:60]([CH3:63])=[CH:59][CH:58]=4)=[CH:51][CH:50]=3)=[CH:45][CH:46]=2)[C:41]1=[O:65])[C:36]([O:38]C)=[O:37]. The product is [CH3:33][CH:34]([CH3:66])[C@H:35]([N:40]1[CH2:48][C:47]2[C:42](=[CH:43][C:44]([C:49]3[CH:54]=[CH:53][C:52]([NH:55][C:56](=[O:64])[C:57]4[CH:58]=[CH:59][C:60]([CH3:63])=[CH:61][CH:62]=4)=[CH:51][CH:50]=3)=[CH:45][CH:46]=2)[C:41]1=[O:65])[C:36]([OH:38])=[O:37]. No catalyst specified. The yield is 0.840. (3) The reactants are [CH3:1][O:2][C:3](=[O:61])[NH:4][CH:5]([C:9]([N:11]1[CH2:15][CH2:14][CH2:13][CH:12]1[C:16]1[NH:17][C:18]([C:21]2[CH:30]=[CH:29][C:28]3[C:23](=[CH:24][CH:25]=[C:26]([C:31]4[CH:36]=[CH:35][C:34]([C:37]5[NH:38][C:39]([C@@H:42]6[CH2:46][CH2:45][CH2:44][N:43]6[C:47](=[O:60])[CH:48]([NH:55][C:56]([O:58][CH3:59])=[O:57])[C:49]6[CH:54]=[CH:53][CH:52]=[CH:51][CH:50]=6)=[N:40][CH:41]=5)=[CH:33][CH:32]=4)[CH:27]=3)[CH:22]=2)=[CH:19][N:20]=1)=[O:10])[CH:6]([CH3:8])[CH3:7].COC(N[C@H](C1C=CC=CC=1)C(O)=O)=O. No catalyst specified. The product is [CH3:1][O:2][C:3](=[O:61])[NH:4][CH:5]([C:9]([N:11]1[CH2:15][CH2:14][CH2:13][CH:12]1[C:16]1[NH:17][C:18]([C:21]2[CH:30]=[CH:29][C:28]3[C:23](=[CH:24][CH:25]=[C:26]([C:31]4[CH:32]=[CH:33][C:34]([C:37]5[NH:38][C:39]([C@H:42]6[CH2:46][CH2:45][CH2:44][N:43]6[C:47](=[O:60])[CH:48]([NH:55][C:56]([O:58][CH3:59])=[O:57])[C:49]6[CH:54]=[CH:53][CH:52]=[CH:51][CH:50]=6)=[N:40][CH:41]=5)=[CH:35][CH:36]=4)[CH:27]=3)[CH:22]=2)=[CH:19][N:20]=1)=[O:10])[CH:6]([CH3:8])[CH3:7]. The yield is 0.650. (4) The reactants are [CH2:1]([N:3]1[CH2:8][CH:7]=[C:6]([C:9]2[C:17]3[C:12](=[CH:13][CH:14]=[C:15]([N+:18]([O-])=O)[CH:16]=3)[NH:11][CH:10]=2)[CH2:5][CH2:4]1)[CH3:2].I.CS[C:24]([C:26]1[S:27][CH:28]=[CH:29][CH:30]=1)=[NH:25]. The catalyst is C(O)C.[Pd]. The product is [CH2:1]([N:3]1[CH2:8][CH2:7][CH:6]([C:9]2[C:17]3[C:12](=[CH:13][CH:14]=[C:15]([NH:18][C:24]([C:26]4[S:27][CH:28]=[CH:29][CH:30]=4)=[NH:25])[CH:16]=3)[NH:11][CH:10]=2)[CH2:5][CH2:4]1)[CH3:2]. The yield is 0.660. (5) The reactants are [Br:1][C:2]1[C:7]([N+:8]([O-])=O)=[CH:6][CH:5]=[CH:4][C:3]=1[F:11].[BH4-].[Na+].O. The catalyst is CO.Cl[Ni]Cl. The product is [Br:1][C:2]1[C:3]([F:11])=[CH:4][CH:5]=[CH:6][C:7]=1[NH2:8]. The yield is 0.700.